This data is from Full USPTO retrosynthesis dataset with 1.9M reactions from patents (1976-2016). The task is: Predict the reactants needed to synthesize the given product. Given the product [CH2:1]=[O:7].[C:1]1([OH:7])[CH:6]=[CH:5][CH:4]=[CH:3][CH:2]=1, predict the reactants needed to synthesize it. The reactants are: [C:1]1([OH:7])[CH:6]=[CH:5][CH:4]=[CH:3][CH:2]=1.C=O.[OH-].[Na+].C(O)C(O)C.O.